Dataset: Catalyst prediction with 721,799 reactions and 888 catalyst types from USPTO. Task: Predict which catalyst facilitates the given reaction. (1) Reactant: CN(C=O)C.[OH:6][C:7]1[CH:12]=[C:11]([OH:13])[N:10]=[C:9]([SH:14])[N:8]=1.C(N(CC)CC)C.[CH3:22][O:23][C:24]1[CH:31]=[CH:30][C:27]([CH2:28]Cl)=[CH:26][CH:25]=1. Product: [OH:6][C:7]1[CH:12]=[C:11]([OH:13])[N:10]=[C:9]([S:14][CH2:28][C:27]2[CH:30]=[CH:31][C:24]([O:23][CH3:22])=[CH:25][CH:26]=2)[N:8]=1. The catalyst class is: 6. (2) Reactant: [OH:1][CH:2]([C:19]1[CH:20]=[N:21][CH:22]=[CH:23][CH:24]=1)[C:3](=[CH2:18])[C:4]([O:6][CH2:7][C:8]1[CH:13]=[CH:12][CH:11]=[C:10]([C:14]([F:17])([F:16])[F:15])[CH:9]=1)=[O:5].[SH:25][C:26]1[S:27][CH:28]=[C:29]([CH3:31])[N:30]=1.C1N2CCN(CC2)C1. Product: [OH:1][CH:2]([C:19]1[CH:20]=[N:21][CH:22]=[CH:23][CH:24]=1)[CH:3]([CH2:18][S:25][C:26]1[S:27][CH:28]=[C:29]([CH3:31])[N:30]=1)[C:4]([O:6][CH2:7][C:8]1[CH:13]=[CH:12][CH:11]=[C:10]([C:14]([F:15])([F:16])[F:17])[CH:9]=1)=[O:5]. The catalyst class is: 12.